Dataset: Forward reaction prediction with 1.9M reactions from USPTO patents (1976-2016). Task: Predict the product of the given reaction. (1) Given the reactants [Cl:1][C:2]1[CH:3]=[C:4]2[C:8](=[C:9]([NH2:11])[CH:10]=1)[NH:7][C:6]([C:12]1[CH:17]=[CH:16][CH:15]=[CH:14][CH:13]=1)=[CH:5]2.[CH3:18][N:19]([CH3:27])[CH:20]([CH2:25][CH3:26])[CH2:21][C:22](=O)[CH3:23], predict the reaction product. The product is: [Cl:1][C:2]1[CH:3]=[C:4]2[C:8](=[C:9]([NH:11][CH:23]3[CH2:26][CH2:25][CH:20]([N:19]([CH3:27])[CH3:18])[CH2:21][CH2:22]3)[CH:10]=1)[NH:7][C:6]([C:12]1[CH:17]=[CH:16][CH:15]=[CH:14][CH:13]=1)=[CH:5]2. (2) Given the reactants C[O:2][C:3]1[C:12]2[O:11][CH2:10][C:9](=[O:13])[NH:8][C:7]=2[CH:6]=[CH:5][CH:4]=1.B(Br)(Br)Br.O, predict the reaction product. The product is: [OH:2][C:3]1[C:12]2[O:11][CH2:10][C:9](=[O:13])[NH:8][C:7]=2[CH:6]=[CH:5][CH:4]=1. (3) The product is: [Cl:18][C:19]1[CH:20]=[C:21]([S:26]([NH:1][C:2]2[CH:11]=[CH:10][CH:9]=[CH:8][C:3]=2[C:4]([O:6][CH3:7])=[O:5])(=[O:27])=[O:28])[CH:22]=[CH:23][C:24]=1[Cl:25]. Given the reactants [NH2:1][C:2]1[CH:11]=[CH:10][CH:9]=[CH:8][C:3]=1[C:4]([O:6][CH3:7])=[O:5].N1C=CC=CC=1.[Cl:18][C:19]1[CH:20]=[C:21]([S:26](Cl)(=[O:28])=[O:27])[CH:22]=[CH:23][C:24]=1[Cl:25], predict the reaction product. (4) Given the reactants FC(F)(F)CO.Cl[C:8]1[N:13]=[C:12]([C:14]2[S:18][C:17]([CH:19]([CH3:21])[CH3:20])=[N:16][C:15]=2[C:22]2[CH:27]=[CH:26][N:25]=[C:24]([NH:28][S:29]([C:32]3[C:37]([F:38])=[CH:36][CH:35]=[CH:34][C:33]=3[F:39])(=[O:31])=[O:30])[CH:23]=2)[CH:11]=[CH:10][N:9]=1.[N:40]1([C:46]2[N:51]=[CH:50][C:49]([NH2:52])=[CH:48][CH:47]=2)[CH2:45][CH2:44][O:43][CH2:42][CH2:41]1, predict the reaction product. The product is: [F:39][C:33]1[CH:34]=[CH:35][CH:36]=[C:37]([F:38])[C:32]=1[S:29]([NH:28][C:24]1[CH:23]=[C:22]([C:15]2[N:16]=[C:17]([CH:19]([CH3:21])[CH3:20])[S:18][C:14]=2[C:12]2[CH:11]=[CH:10][N:9]=[C:8]([NH:52][C:49]3[CH:50]=[N:51][C:46]([N:40]4[CH2:41][CH2:42][O:43][CH2:44][CH2:45]4)=[CH:47][CH:48]=3)[N:13]=2)[CH:27]=[CH:26][N:25]=1)(=[O:31])=[O:30].